From a dataset of CYP2C9 substrate classification data from Carbon-Mangels et al.. Regression/Classification. Given a drug SMILES string, predict its absorption, distribution, metabolism, or excretion properties. Task type varies by dataset: regression for continuous measurements (e.g., permeability, clearance, half-life) or binary classification for categorical outcomes (e.g., BBB penetration, CYP inhibition). Dataset: cyp2c9_substrate_carbonmangels. (1) The result is 0 (non-substrate). The molecule is CC1(C)NC(=O)N(c2ccc([N+](=O)[O-])c(C(F)(F)F)c2)C1=O. (2) The drug is COc1c(N2CCN[C@@H](C)C2)c(F)cc2c(=O)c(C(=O)O)cn(C3CC3)c12. The result is 0 (non-substrate). (3) The molecule is CCn1cc(C(=O)O)c(=O)c2cnc(N3CCNCC3)nc21. The result is 0 (non-substrate). (4) The compound is CCC1=C[C@@H]2CN(C1)Cc1c([nH]c3ccccc13)[C@@](C(=O)OC)(c1cc3c(cc1OC)N(C)[C@H]1[C@@](O)(C(=O)OC)[C@H](OC(C)=O)[C@]4(CC)C=CCN5CC[C@]31[C@@H]54)C2. The result is 0 (non-substrate). (5) The molecule is NC(=O)N1c2ccccc2CC(=O)c2ccccc21. The result is 0 (non-substrate). (6) The compound is CC(C)(C)NC(=O)[C@@H]1CN(Cc2cccnc2)CCN1C[C@@H](O)C[C@@H](Cc1ccccc1)C(=O)N[C@H]1c2ccccc2C[C@H]1O. The result is 1 (substrate).